From a dataset of Forward reaction prediction with 1.9M reactions from USPTO patents (1976-2016). Predict the product of the given reaction. (1) Given the reactants [OH:1][C:2]1[CH:12]=[CH:11][C:5]([C:6]([O:8][CH2:9][CH3:10])=[O:7])=[CH:4][CH:3]=1.[OH-].[Na+].[Cl-].CS(O[CH2:21][CH2:22][NH+:23]([CH3:25])[CH3:24])(=O)=O.C(O)(=O)C, predict the reaction product. The product is: [CH3:24][N:23]([CH3:25])[CH2:22][CH2:21][O:1][C:2]1[CH:3]=[CH:4][C:5]([C:6]([O:8][CH2:9][CH3:10])=[O:7])=[CH:11][CH:12]=1. (2) Given the reactants C(N)CCC.NO.Cl.[CH2:9]([NH:13][C@H:14]([CH2:17][CH2:18][CH2:19][CH2:20][CH2:21][CH2:22][CH2:23][CH2:24][CH3:25])[C:15]#[CH:16])[CH2:10][CH2:11][CH3:12].Br[C:27]#[C:28][C@H:29]([C:31]1[CH:36]=[CH:35][CH:34]=[CH:33][CH:32]=1)[OH:30], predict the reaction product. The product is: [CH2:9]([NH:13][C@H:14]([CH2:17][CH2:18][CH2:19][CH2:20][CH2:21][CH2:22][CH2:23][CH2:24][CH3:25])[C:15]#[C:16][C:27]#[C:28][C@H:29]([C:31]1[CH:36]=[CH:35][CH:34]=[CH:33][CH:32]=1)[OH:30])[CH2:10][CH2:11][CH3:12]. (3) Given the reactants [F:1][C:2]1[CH:3]=[C:4]([NH:12][CH2:13][CH2:14][O:15][CH3:16])[C:5]([C:8]([O:10][CH3:11])=[O:9])=[N:6][CH:7]=1.C1C(=O)N([Br:24])C(=O)C1, predict the reaction product. The product is: [Br:24][C:7]1[N:6]=[C:5]([C:8]([O:10][CH3:11])=[O:9])[C:4]([NH:12][CH2:13][CH2:14][O:15][CH3:16])=[CH:3][C:2]=1[F:1]. (4) Given the reactants [B:10]1([B:10]2[O:14][C:13]([CH3:16])([CH3:15])[C:12]([CH3:18])([CH3:17])[O:11]2)[O:14][C:13]([CH3:16])([CH3:15])[C:12]([CH3:18])([CH3:17])[O:11]1.C([O-])(=[O:21])C.[K+].O, predict the reaction product. The product is: [B:10]1([OH:21])[O:14][C:13]([CH3:16])([CH3:15])[C:12]([CH3:18])([CH3:17])[O:11]1. (5) Given the reactants [NH:1]1[C:9]2[C:4](=[CH:5][CH:6]=[CH:7][CH:8]=2)[CH2:3][C:2]1=[O:10].[Cl:11][C:12]1[CH:20]=[C:19]([CH:21]=O)[CH:18]=[C:17]2[C:13]=1[CH:14]=[N:15][NH:16]2, predict the reaction product. The product is: [Cl:11][C:12]1[CH:20]=[C:19](/[CH:21]=[C:3]2/[C:2](=[O:10])[NH:1][C:9]3[C:4]/2=[CH:5][CH:6]=[CH:7][CH:8]=3)[CH:18]=[C:17]2[C:13]=1[CH:14]=[N:15][NH:16]2. (6) Given the reactants [CH3:1][C:2]1([CH3:42])[CH2:7][CH2:6][C:5]([C:8]2[C:13]([NH:14][C:15]([C:17]3[N:18](COCC[Si](C)(C)C)[CH:19]=[C:20]([C:22]#[N:23])[N:21]=3)=[O:16])=[CH:12][CH:11]=[C:10]([CH:32]3[CH2:37][C:36]([CH3:39])([CH3:38])[O:35][C:34]([CH3:41])([CH3:40])[CH2:33]3)[N:9]=2)=[CH:4][CH2:3]1, predict the reaction product. The product is: [CH3:1][C:2]1([CH3:42])[CH2:7][CH2:6][C:5]([C:8]2[C:13]([NH:14][C:15]([C:17]3[NH:18][CH:19]=[C:20]([C:22]#[N:23])[N:21]=3)=[O:16])=[CH:12][CH:11]=[C:10]([CH:32]3[CH2:33][C:34]([CH3:41])([CH3:40])[O:35][C:36]([CH3:39])([CH3:38])[CH2:37]3)[N:9]=2)=[CH:4][CH2:3]1.